This data is from Full USPTO retrosynthesis dataset with 1.9M reactions from patents (1976-2016). The task is: Predict the reactants needed to synthesize the given product. (1) Given the product [C:11]([C:9]1[CH:8]=[CH:7][C:5]2[N:6]=[C:2]([C:22]3[CH:23]=[CH:24][C:19]([C:17]([O:16][CH3:15])=[O:18])=[CH:20][CH:21]=3)[S:3][C:4]=2[CH:10]=1)(=[O:63])[CH2:12][CH2:13][CH3:14], predict the reactants needed to synthesize it. The reactants are: Br[C:2]1[S:3][C:4]2[CH:10]=[C:9]([CH2:11][CH2:12][CH2:13][CH3:14])[CH:8]=[CH:7][C:5]=2[N:6]=1.[CH3:15][O:16][C:17]([C:19]1[CH:24]=[CH:23][C:22](B(O)O)=[CH:21][CH:20]=1)=[O:18].CC(C1C=C(C(C)C)C(C2C=CC=CC=2P(C2CCCCC2)C2CCCCC2)=C(C(C)C)C=1)C.P([O-])([O-])([O-])=[O:63].[K+].[K+].[K+]. (2) Given the product [NH2:21][C:3]1[CH:4]=[CH:5][C:6]([CH:8]2[CH2:13][CH2:12][N:11]([C:14]([O:16][C:17]([CH3:20])([CH3:19])[CH3:18])=[O:15])[CH2:10][CH2:9]2)=[N:7][C:2]=1[NH2:1], predict the reactants needed to synthesize it. The reactants are: [NH2:1][C:2]1[N:7]=[C:6]([C:8]2[CH2:13][CH2:12][N:11]([C:14]([O:16][C:17]([CH3:20])([CH3:19])[CH3:18])=[O:15])[CH2:10][CH:9]=2)[CH:5]=[CH:4][C:3]=1[N+:21]([O-])=O.CCOC(C)=O. (3) Given the product [CH3:25][C:23]1[CH:22]=[CH:21][N:20]=[C:19]([NH:18][CH2:17][CH:14]2[CH2:13][CH2:12][N:11]([C:9]([C@@H:27]3[CH2:26][C@H:40]3[C:34]3[CH:33]=[CH:32][CH:31]=[CH:30][CH:35]=3)=[O:10])[CH2:16][CH2:15]2)[N:24]=1, predict the reactants needed to synthesize it. The reactants are: C(O[C:9]([N:11]1[CH2:16][CH2:15][CH:14]([CH2:17][NH:18][C:19]2[N:24]=[C:23]([CH3:25])[CH:22]=[CH:21][N:20]=2)[CH2:13][CH2:12]1)=[O:10])C1C=CC=CC=1.[CH2:26](Cl)[CH2:27]Cl.[CH:30]1[CH:31]=[CH:32][C:33]2N(O)N=N[C:34]=2[CH:35]=1.[C:40](OCC)(=O)C. (4) Given the product [C:15]([NH:14][C:12]1[S:13][C:9]2[C:8]3[N:32]([C:31]4[CH:30]=[CH:29][C:24]([C:25]([O:27][CH3:28])=[O:26])=[CH:23][C:22]=4[Cl:21])[N:33]=[C:5]([C:2]4([CH3:1])[CH2:4][CH2:3]4)[C:7]=3[CH2:19][CH2:18][C:10]=2[N:11]=1)(=[O:17])[CH3:16], predict the reactants needed to synthesize it. The reactants are: [CH3:1][C:2]1([C:5]([CH:7]2[CH2:19][CH2:18][C:10]3[N:11]=[C:12]([NH:14][C:15](=[O:17])[CH3:16])[S:13][C:9]=3[C:8]2=O)=O)[CH2:4][CH2:3]1.[Cl:21][C:22]1[CH:23]=[C:24]([CH:29]=[CH:30][C:31]=1[NH:32][NH2:33])[C:25]([O:27][CH3:28])=[O:26]. (5) Given the product [CH:16]1([N:7]2[C:6]3[CH:19]=[C:2]([O:70][CH2:69][C@@H:64]([NH:63][C:56](=[O:57])[O:58][C:59]([CH3:60])([CH3:62])[CH3:61])[CH2:65][CH:66]([CH3:68])[CH3:67])[CH:3]=[CH:4][C:5]=3[C:14]3[C:9](=[CH:10][N:11]=[CH:12][CH:13]=3)[C:8]2=[O:15])[CH2:18][CH2:17]1, predict the reactants needed to synthesize it. The reactants are: Cl[C:2]1[CH:3]=[CH:4][C:5]2[C:14]3[C:9](=[CH:10][N:11]=[CH:12][CH:13]=3)[C:8](=[O:15])[N:7]([CH:16]3[CH2:18][CH2:17]3)[C:6]=2[CH:19]=1.C(=O)([O-])[O-].[Cs+].[Cs+].C(P(C(C)(C)C)C1C=CC=CC=1C1C(C(C)C)=CC(C(C)C)=CC=1C(C)C)(C)(C)C.[C:56]([NH:63][C@H:64]([CH2:69][OH:70])[CH2:65][CH:66]([CH3:68])[CH3:67])([O:58][C:59]([CH3:62])([CH3:61])[CH3:60])=[O:57]. (6) The reactants are: Cl.[CH3:2][N:3]([CH3:31])[C:4]1[CH:29]=[C:28]([CH3:30])[CH:27]=[CH:26][C:5]=1[C:6]([NH:8][C:9]1[CH:14]=[CH:13][C:12]([N:15](C=O)[CH2:16][CH2:17][C:18]2[CH:23]=[CH:22][CH:21]=[CH:20][N:19]=2)=[CH:11][CH:10]=1)=[O:7]. Given the product [CH3:31][N:3]([CH3:2])[C:4]1[CH:29]=[C:28]([CH3:30])[CH:27]=[CH:26][C:5]=1[C:6]([NH:8][C:9]1[CH:14]=[CH:13][C:12]([NH:15][CH2:16][CH2:17][C:18]2[CH:23]=[CH:22][CH:21]=[CH:20][N:19]=2)=[CH:11][CH:10]=1)=[O:7], predict the reactants needed to synthesize it.